This data is from Peptide-MHC class II binding affinity with 134,281 pairs from IEDB. The task is: Regression. Given a peptide amino acid sequence and an MHC pseudo amino acid sequence, predict their binding affinity value. This is MHC class II binding data. (1) The peptide sequence is LMVVVIPEPGQQRSI. The MHC is DRB1_1101 with pseudo-sequence DRB1_1101. The binding affinity (normalized) is 0.563. (2) The peptide sequence is KIIGGIGGFIKVRQYDQILI. The MHC is DRB1_0404 with pseudo-sequence DRB1_0404. The binding affinity (normalized) is 0.302.